This data is from Forward reaction prediction with 1.9M reactions from USPTO patents (1976-2016). The task is: Predict the product of the given reaction. (1) The product is: [Cl:2][C:3]1[C:18]([C:19]([F:20])([F:21])[F:22])=[CH:17][C:6]2[N:7]([CH:11]3[CH2:16][CH2:15][N:14]([CH:33]4[CH2:34][CH2:35][O:30][CH2:31][CH2:32]4)[CH2:13][CH2:12]3)[C:8](=[O:10])[NH:9][C:5]=2[CH:4]=1. Given the reactants Cl.[Cl:2][C:3]1[C:18]([C:19]([F:22])([F:21])[F:20])=[CH:17][C:6]2[N:7]([CH:11]3[CH2:16][CH2:15][NH:14][CH2:13][CH2:12]3)[C:8](=[O:10])[NH:9][C:5]=2[CH:4]=1.C(N(CC)CC)C.[O:30]1[CH2:35][CH2:34][C:33](=O)[CH2:32][CH2:31]1.C(O[BH-](OC(=O)C)OC(=O)C)(=O)C.[Na+], predict the reaction product. (2) The product is: [F:30][C:2]([F:1])([F:29])[CH2:3][CH2:4][NH:5][C:6](=[O:28])[C:7]1[CH:12]=[C:11]([NH2:13])[C:10]([NH:16][CH3:17])=[CH:9][C:8]=1[N:18]1[CH2:23][CH2:22][CH2:21][CH:20]([C:24]([F:27])([F:26])[F:25])[CH2:19]1. Given the reactants [F:1][C:2]([F:30])([F:29])[CH2:3][CH2:4][NH:5][C:6](=[O:28])[C:7]1[CH:12]=[C:11]([N+:13]([O-])=O)[C:10]([NH:16][CH3:17])=[CH:9][C:8]=1[N:18]1[CH2:23][CH2:22][CH2:21][CH:20]([C:24]([F:27])([F:26])[F:25])[CH2:19]1.C1COCC1, predict the reaction product. (3) Given the reactants [N:1]1[CH:6]=[CH:5][CH:4]=[CH:3][C:2]=1[N:7]1[C:15]2[CH2:14][CH2:13][NH:12][CH2:11][C:10]=2[N:9]=[CH:8]1.[Cl:16][C:17]1[C:25]([Cl:26])=[CH:24][CH:23]=[CH:22][C:18]=1[C:19](O)=[O:20].Cl[C:28]1C(C(F)(F)F)=CC=CC=1C(O)=O, predict the reaction product. The product is: [Cl:16][C:17]1[C:25]([Cl:26])=[CH:24][CH:23]=[CH:22][C:18]=1[C:19]([N:12]1[CH2:13][CH2:14][C:15]2[N:7]([C:2]3[CH:3]=[CH:4][CH:5]=[CH:6][N:1]=3)[CH:8]=[N:9][C:10]=2[C@@H:11]1[CH3:28])=[O:20]. (4) Given the reactants [CH3:1][NH:2][CH2:3][C:4]1[CH:9]=[CH:8][C:7]([C:10]([N:12]2[CH2:18][C:17]3([CH3:20])[CH2:19][CH:13]2[CH2:14][C:15]([CH3:22])([CH3:21])[CH2:16]3)=[O:11])=[CH:6][CH:5]=1.[CH3:23][C:24]1[O:28][N:27]=[C:26]([C:29](Cl)=[O:30])[CH:25]=1, predict the reaction product. The product is: [CH3:1][N:2]([CH2:3][C:4]1[CH:9]=[CH:8][C:7]([C:10]([N:12]2[CH2:18][C:17]3([CH3:20])[CH2:19][CH:13]2[CH2:14][C:15]([CH3:22])([CH3:21])[CH2:16]3)=[O:11])=[CH:6][CH:5]=1)[C:29]([C:26]1[CH:25]=[C:24]([CH3:23])[O:28][N:27]=1)=[O:30]. (5) Given the reactants [CH2:1]([C@@H:5]1[NH:10][CH2:9][C@H:8]([CH2:11][CH:12]([CH3:14])[CH3:13])[NH:7][C:6]1=[O:15])[CH:2]([CH3:4])[CH3:3].[Cl:16][C:17]1[CH:22]=[CH:21][C:20]([C:23]2[CH:24]=[C:25]([C:28](O)=[O:29])[S:26][CH:27]=2)=[CH:19][CH:18]=1.C([C@@H]1N(C([C@@H]2C[C@H]2C2C=CC=CC=2)=O)C[C@H](CC(C)C)NC1=O)C(C)C, predict the reaction product. The product is: [Cl:16][C:17]1[CH:22]=[CH:21][C:20]([C:23]2[CH:24]=[C:25]([C:28]([N:10]3[CH2:9][C@H:8]([CH2:11][CH:12]([CH3:14])[CH3:13])[NH:7][C:6](=[O:15])[C@@H:5]3[CH2:1][CH:2]([CH3:4])[CH3:3])=[O:29])[S:26][CH:27]=2)=[CH:19][CH:18]=1.